From a dataset of Catalyst prediction with 721,799 reactions and 888 catalyst types from USPTO. Predict which catalyst facilitates the given reaction. (1) Reactant: O1[C:10]2[CH:9]=[C:8]([CH2:11]N(C3CCN(CCN4C5[C:8](=[C:9](F)[CH:10]=[C:5](OC)C=5)[CH:11]=CC4=O)CC3)C(=O)OC(C)(C)C)N=C[C:5]=2OCC1.[O:42]1[C:51]2[CH:50]=[C:49]([CH2:52][N:53]([CH:61]3[CH2:66][CH2:65][N:64]([CH2:67][CH2:68][N:69]4[C:78]5[C:73](=[C:74]([O:80][CH3:81])[CH:75]=[C:76]([F:79])[CH:77]=5)[CH:72]=[CH:71][C:70]4=[O:82])[CH2:63][CH2:62]3)C(=O)OC(C)(C)C)[N:48]=[CH:47][C:46]=2[O:45][CH2:44][CH2:43]1.Cl.[O:84]1[CH2:89][CH2:88]OCC1. Product: [C:89]([OH:84])(=[O:42])[C:88]1[CH:5]=[CH:10][CH:9]=[CH:8][CH:11]=1.[O:42]1[C:51]2[CH:50]=[C:49]([CH2:52][NH:53][CH:61]3[CH2:62][CH2:63][N:64]([CH2:67][CH2:68][N:69]4[C:78]5[C:73](=[C:74]([O:80][CH3:81])[CH:75]=[C:76]([F:79])[CH:77]=5)[CH:72]=[CH:71][C:70]4=[O:82])[CH2:65][CH2:66]3)[N:48]=[CH:47][C:46]=2[O:45][CH2:44][CH2:43]1. The catalyst class is: 147. (2) Reactant: C[O:2][C:3]([C:5]1[N:6]=[C:7]([C:25]#[N:26])[C:8]2[C:13]([C:14]=1[OH:15])=[CH:12][CH:11]=[C:10]([O:16][C:17]1[CH:22]=[CH:21][CH:20]=[CH:19][C:18]=1OC)[CH:9]=2)=O.Cl.[NH2:28][CH2:29][C@@:30]([OH:35])([CH3:34])[C:31]([OH:33])=[O:32].[CH3:36][O-].[Na+]. Product: [C:25]([C:7]1[C:8]2[C:13](=[CH:12][CH:11]=[C:10]([O:16][C:17]3[CH:22]=[CH:21][CH:20]=[CH:19][CH:18]=3)[CH:9]=2)[C:14]([OH:15])=[C:5]([C:3]([NH:28][CH2:29][C@@:30]([OH:35])([CH3:34])[C:31]([O:33][CH3:36])=[O:32])=[O:2])[N:6]=1)#[N:26]. The catalyst class is: 5. (3) Reactant: C1C=CC(P(C2C(C3C(P(C4C=CC=CC=4)C4C=CC=CC=4)=CC=C4C=3C=CC=C4)=C3C(C=CC=C3)=CC=2)C2C=CC=CC=2)=CC=1.[C:47]([O:51][C:52]([NH:54][C@H:55]1[CH2:59][CH2:58][NH:57][CH2:56]1)=[O:53])([CH3:50])([CH3:49])[CH3:48].Br[C:61]1[CH:70]=[CH:69][CH:68]=[C:67]2[C:62]=1[CH:63]=[CH:64][CH:65]=[N:66]2.CC(C)([O-])C.[Na+]. Product: [N:66]1[C:67]2[C:62](=[C:61]([N:57]3[CH2:58][CH2:59][C@H:55]([NH:54][C:52](=[O:53])[O:51][C:47]([CH3:50])([CH3:48])[CH3:49])[CH2:56]3)[CH:70]=[CH:69][CH:68]=2)[CH:63]=[CH:64][CH:65]=1. The catalyst class is: 101. (4) The catalyst class is: 13. Reactant: C1COCC1.O.[N:7]([CH2:10][C:11]1([C:23]([F:26])([F:25])[F:24])[C:16]2[CH:17]=[C:18]([Cl:21])[CH:19]=[CH:20][C:15]=2[NH:14][C:13](=[O:22])[O:12]1)=[N+]=[N-].P(OC)(OC)OC. Product: [ClH:21].[Cl:21][C:18]1[CH:19]=[CH:20][C:15]2[NH:14][C:13](=[O:22])[O:12][C:11]([CH2:10][NH2:7])([C:23]([F:25])([F:26])[F:24])[C:16]=2[CH:17]=1. (5) Reactant: [N:1]([CH:4]([C:23]1[CH:28]=[CH:27][C:26]([Cl:29])=[CH:25][CH:24]=1)[C:5]1[N:9]([CH:10]([CH3:12])[CH3:11])[C:8]([CH:13]2[CH2:17][CH2:16][O:15][CH2:14]2)=[N:7][C:6]=1[C:18]([O:20][CH2:21][CH3:22])=[O:19])=[N+]=[N-]. Product: [NH2:1][CH:4]([C:23]1[CH:28]=[CH:27][C:26]([Cl:29])=[CH:25][CH:24]=1)[C:5]1[N:9]([CH:10]([CH3:11])[CH3:12])[C:8]([CH:13]2[CH2:17][CH2:16][O:15][CH2:14]2)=[N:7][C:6]=1[C:18]([O:20][CH2:21][CH3:22])=[O:19]. The catalyst class is: 319. (6) Reactant: [Cl:1][CH2:2][CH2:3][CH2:4][Si:5]([O:12][CH3:13])([O:9][CH2:10][CH3:11])[O:6][CH2:7][CH3:8].[CH2:14]([OH:16])[CH3:15].CO.C([C:31]1[CH:36]=CC=CC=1S(O)(=O)=O)CCCCCCCCCCC.CO[Si](OC)(OC)OC. Product: [Cl:1][CH2:2][CH2:3][CH2:4][Si:5]([O:12][CH2:13][CH3:14])([O:6][CH2:7][CH3:8])[O:9][CH2:10][CH3:11].[Cl:1][CH2:2][CH2:3][CH2:4][Si:5]([O:12][CH3:13])([O:6][CH2:7][CH3:8])[O:9][CH2:10][CH3:11].[CH2:14]([O:16][Si:5]([O:12][CH2:36][CH3:31])([O:9][CH2:10][CH3:11])[O:6][CH2:7][CH3:8])[CH3:15]. The catalyst class is: 8.